Dataset: M1 muscarinic receptor antagonist screen with 61,756 compounds. Task: Binary Classification. Given a drug SMILES string, predict its activity (active/inactive) in a high-throughput screening assay against a specified biological target. (1) The compound is Clc1cc(CSC=2NCCCN2)ccc1Cl. The result is 1 (active). (2) The molecule is S(=O)(=O)(CC(=O)N1CCN(CC1)C(=O)c1occc1)Cc1ccccc1. The result is 0 (inactive). (3) The molecule is S(CC(=O)c1ccccc1)c1oc(nn1)CNc1c(cc(cc1)C)C. The result is 0 (inactive). (4) The molecule is O1CCN(CC1)c1nc2c(cc1C#N)cc1OCOc1c2. The result is 0 (inactive). (5) The molecule is O=c1n(CCC(=O)NCCc2cc(OC)c(OC)cc2)c(=O)[nH]c2c1cc(OC)c(OC)c2. The result is 0 (inactive). (6) The compound is S(=O)(=O)(c1cc(ccc1)C(Oc1ccccc1)=O)C. The result is 0 (inactive). (7) The molecule is Brc1ccc(Cn2c3nc(c(NC(=O)NCC)cc3nc2C)C)cc1. The result is 0 (inactive). (8) The compound is N1(CCCCCC1)\C=N\c1n(ncc1C#N)c1ccc(cc1)C. The result is 1 (active). (9) The result is 0 (inactive). The drug is O1c2cc(CNC(=O)c3cc4nnn(c4cc3)C)ccc2OC1.